From a dataset of Full USPTO retrosynthesis dataset with 1.9M reactions from patents (1976-2016). Predict the reactants needed to synthesize the given product. (1) The reactants are: [CH2:1]([N:3]([CH2:17][CH3:18])[CH2:4][CH2:5][CH2:6][O:7][C:8]1[CH:13]=[CH:12][C:11]([N+:14]([O-])=O)=[CH:10][CH:9]=1)[CH3:2]. Given the product [CH2:1]([N:3]([CH2:4][CH2:5][CH2:6][O:7][C:8]1[CH:9]=[CH:10][C:11]([NH2:14])=[CH:12][CH:13]=1)[CH2:17][CH3:18])[CH3:2], predict the reactants needed to synthesize it. (2) Given the product [C:1]12([CH2:11][O:12][C:13]3[C:28]([CH:29]([OH:31])[CH3:30])=[CH:27][C:16]([C:17]([NH:19][S:20]([N:23]4[CH2:26][CH2:25][CH2:24]4)(=[O:22])=[O:21])=[O:18])=[C:15]([F:39])[CH:14]=3)[CH2:2][CH:3]3[CH2:4][CH:5]([CH2:6][CH:7]([CH2:9]3)[CH2:8]1)[CH2:10]2, predict the reactants needed to synthesize it. The reactants are: [C:1]12([CH2:11][O:12][C:13]3[C:28]([CH:29]([O:31][Si](C(C)(C)C)(C)C)[CH3:30])=[CH:27][C:16]([C:17]([NH:19][S:20]([N:23]4[CH2:26][CH2:25][CH2:24]4)(=[O:22])=[O:21])=[O:18])=[C:15]([F:39])[CH:14]=3)[CH2:10][CH:5]3[CH2:6][CH:7]([CH2:9][CH:3]([CH2:4]3)[CH2:2]1)[CH2:8]2.Cl. (3) Given the product [Cl:15][C:3]1[N:2]([CH3:1])[C:6]([C:7]([O:9][CH3:10])=[O:8])=[C:5]([C:11]([O:13][CH3:14])=[O:12])[N:4]=1, predict the reactants needed to synthesize it. The reactants are: [CH3:1][N:2]1[C:6]([C:7]([O:9][CH3:10])=[O:8])=[C:5]([C:11]([O:13][CH3:14])=[O:12])[N:4]=[CH:3]1.[Cl:15]N1C(C)(C)C(=O)N(Cl)C1=O.C(=O)(O)[O-].[Na+].C(OCC)(=O)C.CCCCCCC. (4) Given the product [CH:23]([C:20]1[S:19][C:18]([NH:17][C:15](=[O:16])[CH2:14][C:11]2[CH:10]=[CH:9][C:8]([NH:7][C:4](=[O:6])[CH2:3][O:2][CH3:1])=[CH:13][CH:12]=2)=[N:22][CH:21]=1)([CH3:25])[CH3:24], predict the reactants needed to synthesize it. The reactants are: [CH3:1][O:2][CH2:3][C:4]([OH:6])=O.[NH2:7][C:8]1[CH:13]=[CH:12][C:11]([CH2:14][C:15]([NH:17][C:18]2[S:19][C:20]([CH:23]([CH3:25])[CH3:24])=[CH:21][N:22]=2)=[O:16])=[CH:10][CH:9]=1. (5) Given the product [CH3:24][O:25][C:26](=[O:29])[CH2:27][O:23][C:5]1[CH:4]=[CH:3][C:2]([Cl:1])=[C:11]2[C:6]=1[C:7]([CH3:22])=[C:8]([CH2:13][C:14]1[CH:21]=[CH:20][C:17]([C:18]#[N:19])=[CH:16][CH:15]=1)[C:9]([OH:12])=[N:10]2, predict the reactants needed to synthesize it. The reactants are: [Cl:1][C:2]1[CH:3]=[CH:4][C:5]([OH:23])=[C:6]2[C:11]=1[N:10]=[C:9]([OH:12])[C:8]([CH2:13][C:14]1[CH:21]=[CH:20][C:17]([C:18]#[N:19])=[CH:16][CH:15]=1)=[C:7]2[CH3:22].[CH3:24][O:25][C:26](=[O:29])[CH2:27]Br. (6) Given the product [NH2:7][CH2:8][C:9]1[CH:18]=[CH:17][CH:16]=[C:15]2[C:10]=1[CH:11]=[C:12]([C:20]1[CH:21]=[CH:22][C:23]([CH2:26][N:27]3[CH2:32][CH2:31][N:30]([CH3:33])[CH2:29][CH2:28]3)=[CH:24][CH:25]=1)[NH:13][C:14]2=[O:19], predict the reactants needed to synthesize it. The reactants are: C(OC(=O)[NH:7][CH2:8][C:9]1[CH:18]=[CH:17][CH:16]=[C:15]2[C:10]=1[CH:11]=[C:12]([C:20]1[CH:25]=[CH:24][C:23]([CH2:26][N:27]3[CH2:32][CH2:31][N:30]([CH3:33])[CH2:29][CH2:28]3)=[CH:22][CH:21]=1)[NH:13][C:14]2=[O:19])(C)(C)C.C(Cl)Cl.C(O)(C(F)(F)F)=O.